This data is from TCR-epitope binding with 47,182 pairs between 192 epitopes and 23,139 TCRs. The task is: Binary Classification. Given a T-cell receptor sequence (or CDR3 region) and an epitope sequence, predict whether binding occurs between them. (1) The epitope is IPSINVHHY. The TCR CDR3 sequence is CASSQGLAEWDEQFF. Result: 1 (the TCR binds to the epitope). (2) The epitope is VVYRGTTTY. The TCR CDR3 sequence is CSVEYSSGLGNEQFF. Result: 0 (the TCR does not bind to the epitope). (3) The epitope is NLVPMVATV. The TCR CDR3 sequence is CSARGADFSFF. Result: 1 (the TCR binds to the epitope). (4) The epitope is LPPIVAKEI. The TCR CDR3 sequence is CASSSVGPPGELFF. Result: 1 (the TCR binds to the epitope). (5) The TCR CDR3 sequence is CASSQAVGRPIYEQYF. Result: 0 (the TCR does not bind to the epitope). The epitope is AMFWSVPTV. (6) The epitope is PKYVKQNTLKLAT. Result: 1 (the TCR binds to the epitope). The TCR CDR3 sequence is CASTPGAGVNTDTQYF. (7) The epitope is RLRAEAQVK. The TCR CDR3 sequence is CASSTLTSGSRSYEQYF. Result: 1 (the TCR binds to the epitope). (8) The epitope is KLGGALQAK. The TCR CDR3 sequence is CSASDGQSNYGYTF. Result: 0 (the TCR does not bind to the epitope). (9) The epitope is IQYIDIGNY. The TCR CDR3 sequence is CASSHGDRGREAFF. Result: 1 (the TCR binds to the epitope).